The task is: Binary Classification. Given a T-cell receptor sequence (or CDR3 region) and an epitope sequence, predict whether binding occurs between them.. This data is from TCR-epitope binding with 47,182 pairs between 192 epitopes and 23,139 TCRs. (1) The epitope is TPGPGVRYPL. The TCR CDR3 sequence is CASSQLDRGSYEQYF. Result: 0 (the TCR does not bind to the epitope). (2) The epitope is KLGGALQAK. The TCR CDR3 sequence is CASSTGTVQETQYF. Result: 0 (the TCR does not bind to the epitope). (3) The epitope is YLNTLTLAV. The TCR CDR3 sequence is CASSPFGGTEAFF. Result: 1 (the TCR binds to the epitope).